From a dataset of Full USPTO retrosynthesis dataset with 1.9M reactions from patents (1976-2016). Predict the reactants needed to synthesize the given product. (1) Given the product [CH3:19][N:20]([CH3:40])[CH2:21][CH2:22][NH:23][C:24]([C:26]1[C:30]([C:31]2[CH:36]=[CH:35][CH:34]=[CH:33][CH:32]=2)=[C:29]([CH:37]=[C:13]2[C:12]3[C:16](=[CH:17][C:9]([C:4]4[CH:5]=[CH:6][CH:7]=[CH:8][C:3]=4[O:2][CH3:1])=[CH:10][CH:11]=3)[NH:15][C:14]2=[O:18])[NH:28][C:27]=1[CH3:39])=[O:25], predict the reactants needed to synthesize it. The reactants are: [CH3:1][O:2][C:3]1[CH:8]=[CH:7][CH:6]=[CH:5][C:4]=1[C:9]1[CH:17]=[C:16]2[C:12]([CH2:13][C:14](=[O:18])[NH:15]2)=[CH:11][CH:10]=1.[CH3:19][N:20]([CH3:40])[CH2:21][CH2:22][NH:23][C:24]([C:26]1[C:30]([C:31]2[CH:36]=[CH:35][CH:34]=[CH:33][CH:32]=2)=[C:29]([CH:37]=O)[NH:28][C:27]=1[CH3:39])=[O:25]. (2) Given the product [Br:6][C:7]1[CH:14]=[CH:13][C:10]([CH2:11][C:16]2([OH:15])[CH2:17][CH2:18][N:19]([C:22]([O:24][C:25]([CH3:27])([CH3:26])[CH3:28])=[O:23])[CH2:20][CH2:21]2)=[CH:9][CH:8]=1, predict the reactants needed to synthesize it. The reactants are: [Mg].BrCCBr.[Br:6][C:7]1[CH:14]=[CH:13][C:10]([CH2:11]Br)=[CH:9][CH:8]=1.[O:15]=[C:16]1[CH2:21][CH2:20][N:19]([C:22]([O:24][C:25]([CH3:28])([CH3:27])[CH3:26])=[O:23])[CH2:18][CH2:17]1.[Cl-].[NH4+].